Predict the product of the given reaction. From a dataset of Forward reaction prediction with 1.9M reactions from USPTO patents (1976-2016). (1) Given the reactants [CH2:1]([O:8][C:9]([N:11]([CH2:13][CH:14]=O)[CH3:12])=[O:10])[C:2]1[CH:7]=[CH:6][CH:5]=[CH:4][CH:3]=1.[NH:16]1[CH2:21][CH2:20][C:19](=[CH:22][C:23]([O:25][CH2:26][CH3:27])=[O:24])[CH2:18][CH2:17]1.[BH3-]C#N.[Na+], predict the reaction product. The product is: [CH2:1]([O:8][C:9]([N:11]([CH2:13][CH2:14][N:16]1[CH2:21][CH2:20][C:19](=[CH:22][C:23]([O:25][CH2:26][CH3:27])=[O:24])[CH2:18][CH2:17]1)[CH3:12])=[O:10])[C:2]1[CH:3]=[CH:4][CH:5]=[CH:6][CH:7]=1. (2) The product is: [N:1]1[C:5]2[CH:9]=[CH:8][O:7][C:6]=2[C:10]([OH:12])=[N:4][C:2]=1[OH:3]. Given the reactants [NH:1]([C:5]1[CH:9]=[CH:8][O:7][C:6]=1[C:10]([O:12]C)=O)[C:2]([NH2:4])=[O:3].[OH-].[Na+].Cl, predict the reaction product.